Predict the reactants needed to synthesize the given product. From a dataset of Full USPTO retrosynthesis dataset with 1.9M reactions from patents (1976-2016). Given the product [N:52]1([CH:16]2[CH2:21][CH2:20][CH:19]([CH:22]([NH:26][C:27]([C:29]3[C:38]([NH:39][C:40]([NH:42][C:43]4[C:44]([CH3:51])=[CH:45][C:46]([CH3:50])=[CH:47][C:48]=4[CH3:49])=[O:41])=[CH:37][C:36]4[C:31](=[CH:32][CH:33]=[CH:34][CH:35]=4)[CH:30]=3)=[O:28])[C:23]([OH:25])=[O:24])[CH2:18][CH2:17]2)[CH2:57][CH2:56][O:55][CH2:54][CH2:53]1, predict the reactants needed to synthesize it. The reactants are: [BH-](OC(C)=O)(OC(C)=O)OC(C)=O.[Na+].O=[C:16]1[CH2:21][CH2:20][CH:19]([CH:22]([NH:26][C:27]([C:29]2[C:38]([NH:39][C:40]([NH:42][C:43]3[C:48]([CH3:49])=[CH:47][C:46]([CH3:50])=[CH:45][C:44]=3[CH3:51])=[O:41])=[CH:37][C:36]3[C:31](=[CH:32][CH:33]=[CH:34][CH:35]=3)[CH:30]=2)=[O:28])[C:23]([OH:25])=[O:24])[CH2:18][CH2:17]1.[NH:52]1[CH2:57][CH2:56][O:55][CH2:54][CH2:53]1.